This data is from Forward reaction prediction with 1.9M reactions from USPTO patents (1976-2016). The task is: Predict the product of the given reaction. Given the reactants C1(P(C2C=CC=CC=2)C2C=CC=CC=2)C=CC=CC=1.C(O)(=O)C1C=CC=CC=1.[CH:29]1[C:38]2[C:33](=[CH:34][CH:35]=[CH:36][CH:37]=2)[CH:32]=[CH:31][C:30]=1[C@@H:39]1[C:47]2[C:42](=[CH:43][CH:44]=[CH:45][CH:46]=2)[C@H:41]([OH:48])[CH2:40]1.CCOC(/N=N/C(OCC)=O)=O, predict the reaction product. The product is: [CH:29]1[C:38]2[C:33](=[CH:34][CH:35]=[CH:36][CH:37]=2)[CH:32]=[CH:31][C:30]=1[CH:39]1[C:47]2[C:42](=[CH:43][CH:44]=[CH:45][CH:46]=2)[C:41](=[O:48])[CH2:40]1.